Dataset: Forward reaction prediction with 1.9M reactions from USPTO patents (1976-2016). Task: Predict the product of the given reaction. (1) The product is: [Br:1][C:2]1[CH:11]=[CH:10][CH:9]=[C:8]2[C:3]=1[N:4]=[C:5]([F:14])[C:6]([CH3:12])=[N:7]2. Given the reactants [Br:1][C:2]1[CH:11]=[CH:10][CH:9]=[C:8]2[C:3]=1[N:4]=[C:5](Cl)[C:6]([CH3:12])=[N:7]2.[F-:14].[K+], predict the reaction product. (2) Given the reactants Br[C:2]1[CH:3]=[C:4]([NH:8][C@H:9]([C:17]([O:19][CH3:20])=[O:18])[CH2:10][C:11]2[CH:16]=[CH:15][CH:14]=[CH:13][CH:12]=2)[CH:5]=[CH:6][CH:7]=1.[F-].[Cs+].COCCOC.[CH2:29]([O:36][C:37]1[CH:42]=[CH:41][C:40](B(O)O)=[CH:39][CH:38]=1)[C:30]1[CH:35]=[CH:34][CH:33]=[CH:32][CH:31]=1, predict the reaction product. The product is: [CH2:29]([O:36][C:37]1[CH:42]=[CH:41][C:40]([C:2]2[CH:7]=[CH:6][CH:5]=[C:4]([NH:8][C@H:9]([C:17]([O:19][CH3:20])=[O:18])[CH2:10][C:11]3[CH:16]=[CH:15][CH:14]=[CH:13][CH:12]=3)[CH:3]=2)=[CH:39][CH:38]=1)[C:30]1[CH:35]=[CH:34][CH:33]=[CH:32][CH:31]=1. (3) Given the reactants Cl[C:2]1[N:3]=[C:4]([N:21]2[CH2:26][CH2:25][O:24][CH2:23][CH2:22]2)[C:5]2[S:10][C:9]([C:11]3[CH:12]=[C:13]([CH2:17][CH2:18][CH2:19][OH:20])[CH:14]=[CH:15][CH:16]=3)=[CH:8][C:6]=2[N:7]=1.[NH2:27][C:28]1[CH:33]=[CH:32][C:31](B2OC(C)(C)C(C)(C)O2)=[CH:30][N:29]=1, predict the reaction product. The product is: [NH2:27][C:28]1[N:29]=[CH:30][C:31]([C:2]2[N:3]=[C:4]([N:21]3[CH2:26][CH2:25][O:24][CH2:23][CH2:22]3)[C:5]3[S:10][C:9]([C:11]4[CH:12]=[C:13]([CH2:17][CH2:18][CH2:19][OH:20])[CH:14]=[CH:15][CH:16]=4)=[CH:8][C:6]=3[N:7]=2)=[CH:32][CH:33]=1. (4) The product is: [ClH:1].[C:32]([C:26]1[CH:27]=[C:28]([CH:30]=[CH:31][C:25]=1[O:24][CH2:23][C:22]1[C:34]([F:38])=[CH:35][CH:36]=[CH:37][C:21]=1[F:20])[NH:29][C:2]1[C:11]2[C:6](=[CH:7][CH:8]=[CH:9][C:10]=2[O:12][CH:13]2[CH2:18][CH2:17][N:16]([CH3:19])[CH2:15][CH2:14]2)[N:5]=[CH:4][N:3]=1)#[CH:33]. Given the reactants [Cl:1][C:2]1[C:11]2[C:6](=[CH:7][CH:8]=[CH:9][C:10]=2[O:12][CH:13]2[CH2:18][CH2:17][N:16]([CH3:19])[CH2:15][CH2:14]2)[N:5]=[CH:4][N:3]=1.[F:20][C:21]1[CH:37]=[CH:36][CH:35]=[C:34]([F:38])[C:22]=1[CH2:23][O:24][C:25]1[CH:31]=[CH:30][C:28]([NH2:29])=[CH:27][C:26]=1[C:32]#[CH:33], predict the reaction product. (5) The product is: [S:1]1[CH:6]=[CH:5][CH2:4][S:3]1.[S:1]1[CH2:6][CH2:5][CH2:4][S:3][CH2:2]1. Given the reactants [S:1]1[CH2:6][CH2:5][CH2:4][S:3][CH2:2]1.S1CCCS1, predict the reaction product. (6) Given the reactants C([O:8][C:9](=[O:34])[C@H:10]([NH:26][C:27]([O:29][C:30]([CH3:33])([CH3:32])[CH3:31])=[O:28])[CH2:11][C:12]1[C:20]2[C:15](=[CH:16][CH:17]=[CH:18][CH:19]=2)[N:14]([CH2:21][CH2:22][CH2:23][CH2:24][CH3:25])[CH:13]=1)C1C=CC=CC=1, predict the reaction product. The product is: [C:30]([O:29][C:27]([NH:26][C@H:10]([CH2:11][C:12]1[C:20]2[C:15](=[CH:16][CH:17]=[CH:18][CH:19]=2)[N:14]([CH2:21][CH2:22][CH2:23][CH2:24][CH3:25])[CH:13]=1)[C:9]([OH:34])=[O:8])=[O:28])([CH3:33])([CH3:32])[CH3:31]. (7) Given the reactants [F:1][C:2]1[C:10]([O:11][C:12]2[CH:17]=[C:16]([CH2:18][S:19]([CH3:22])(=[O:21])=[O:20])[N:15]=[CH:14][N:13]=2)=[CH:9][CH:8]=[C:7]2[C:3]=1[CH:4]=[C:5]([CH3:23])[NH:6]2.[Li+].C[Si]([N-][Si](C)(C)C)(C)C.[N:34]([C:37]1[CH:42]=[CH:41][CH:40]=[C:39]([C:43]([F:46])([F:45])[F:44])[CH:38]=1)=[C:35]=[O:36], predict the reaction product. The product is: [F:44][C:43]([F:45])([F:46])[C:39]1[CH:38]=[C:37]([NH:34][C:35]([N:6]2[C:7]3[C:3](=[C:2]([F:1])[C:10]([O:11][C:12]4[CH:17]=[C:16]([CH2:18][S:19]([CH3:22])(=[O:21])=[O:20])[N:15]=[CH:14][N:13]=4)=[CH:9][CH:8]=3)[CH:4]=[C:5]2[CH3:23])=[O:36])[CH:42]=[CH:41][CH:40]=1. (8) The product is: [CH3:1][C:2]1([C:29]2[NH:31][C:8](=[O:12])[NH:27][N:28]=2)[CH2:4][CH2:3]1. Given the reactants [CH3:1][CH:2]1[CH2:4][CH:3]1C(O)=O.[C:8](Cl)(=[O:12])C(Cl)=O.CN(C=O)C.CC1CC1C(Cl)=O.Cl.[NH2:27][NH:28][C:29]([NH2:31])=O.[OH-].[Na+].[NH4+].[Cl-], predict the reaction product. (9) Given the reactants [CH2:1]([N:8]1[CH2:13][CH2:12][CH:11]([C:14]([NH:16][C:17]2[CH:22]=[CH:21][C:20]([CH2:23][NH:24][C:25]3[C:34]4[C:29](=[CH:30][C:31]([CH3:35])=[CH:32][CH:33]=4)[N:28]=[C:27](Cl)[N:26]=3)=[CH:19][CH:18]=2)=[O:15])[CH2:10][CH2:9]1)[C:2]1[CH:7]=[CH:6][CH:5]=[CH:4][CH:3]=1.[CH3:37][NH:38][CH2:39][CH2:40][C:41]1[CH:46]=[CH:45][CH:44]=[CH:43][N:42]=1, predict the reaction product. The product is: [CH2:1]([N:8]1[CH2:13][CH2:12][CH:11]([C:14]([NH:16][C:17]2[CH:22]=[CH:21][C:20]([CH2:23][NH:24][C:25]3[C:34]4[C:29](=[CH:30][C:31]([CH3:35])=[CH:32][CH:33]=4)[N:28]=[C:27]([N:38]([CH3:37])[CH2:39][CH2:40][C:41]4[CH:46]=[CH:45][CH:44]=[CH:43][N:42]=4)[N:26]=3)=[CH:19][CH:18]=2)=[O:15])[CH2:10][CH2:9]1)[C:2]1[CH:7]=[CH:6][CH:5]=[CH:4][CH:3]=1. (10) Given the reactants Br[C:2]1[CH:3]=[C:4]2[C:9](=[CH:10][CH:11]=1)[C:8](=[O:12])[NH:7][N:6]=[C:5]2[Cl:13].[CH3:14][O:15][C:16]1[CH:17]=[C:18]([CH:21]=[C:22]([O:24][CH3:25])[CH:23]=1)[CH2:19][NH2:20].C1C=CC(P(C2C(C3C(P(C4C=CC=CC=4)C4C=CC=CC=4)=CC=C4C=3C=CC=C4)=C3C(C=CC=C3)=CC=2)C2C=CC=CC=2)=CC=1.CC([O-])(C)C.[Na+], predict the reaction product. The product is: [Cl:13][C:5]1[C:4]2[C:9](=[CH:10][CH:11]=[C:2]([NH:20][CH2:19][C:18]3[CH:21]=[C:22]([O:24][CH3:25])[CH:23]=[C:16]([O:15][CH3:14])[CH:17]=3)[CH:3]=2)[C:8](=[O:12])[NH:7][N:6]=1.